The task is: Predict the product of the given reaction.. This data is from Forward reaction prediction with 1.9M reactions from USPTO patents (1976-2016). (1) Given the reactants [CH:1]1([C:4]2[CH:32]=[N:31][C:7]3[N:8]([C:13]([NH:15][CH:16]([C:20]4[CH:25]=[CH:24][C:23]([O:26][C:27]([F:30])([F:29])[F:28])=[CH:22][CH:21]=4)[CH2:17][O:18][CH3:19])=[O:14])[CH2:9][C:10](=[O:12])[NH:11][C:6]=3[CH:5]=2)[CH2:3][CH2:2]1.C(=O)=O.CO, predict the reaction product. The product is: [CH:1]1([C:4]2[CH:32]=[N:31][C:7]3[N:8]([C:13]([NH:15][C@@H:16]([C:20]4[CH:25]=[CH:24][C:23]([O:26][C:27]([F:28])([F:29])[F:30])=[CH:22][CH:21]=4)[CH2:17][O:18][CH3:19])=[O:14])[CH2:9][C:10](=[O:12])[NH:11][C:6]=3[CH:5]=2)[CH2:3][CH2:2]1. (2) The product is: [CH2:1]([O:8][C:9]1[CH:26]=[CH:25][C:12]([CH2:13][C:14]2[NH:18][C:17]3[CH:19]=[CH:20][C:21]([CH2:23][NH:28][CH2:29][C:30]([O:32][C:33]([CH3:36])([CH3:35])[CH3:34])=[O:31])=[CH:22][C:16]=3[N:15]=2)=[CH:11][CH:10]=1)[CH2:2][CH2:3][CH2:4][CH2:5][CH2:6][CH3:7]. Given the reactants [CH2:1]([O:8][C:9]1[CH:26]=[CH:25][C:12]([CH2:13][C:14]2[NH:18][C:17]3[CH:19]=[CH:20][C:21]([CH:23]=O)=[CH:22][C:16]=3[N:15]=2)=[CH:11][CH:10]=1)[CH2:2][CH2:3][CH2:4][CH2:5][CH2:6][CH3:7].Cl.[NH2:28][CH2:29][C:30]([O:32][C:33]([CH3:36])([CH3:35])[CH3:34])=[O:31].[Na], predict the reaction product. (3) Given the reactants [C:1]([C:3]1[CH:4]=[C:5]([CH:34]=[C:35]([CH3:37])[CH:36]=1)[C:6]([C:8]1[N:13]([CH2:14][CH2:15][O:16][C:17](=[O:19])[NH2:18])[C:12](=[O:20])[N:11](CC2C=CC(OC)=CC=2)[C:10](=[O:30])[C:9]=1[CH:31]([CH3:33])[CH3:32])=[O:7])#[N:2].C(O)(=O)C.O, predict the reaction product. The product is: [C:1]([C:3]1[CH:4]=[C:5]([CH:34]=[C:35]([CH3:37])[CH:36]=1)[C:6]([C:8]1[N:13]([CH2:14][CH2:15][O:16][C:17](=[O:19])[NH2:18])[C:12](=[O:20])[NH:11][C:10](=[O:30])[C:9]=1[CH:31]([CH3:33])[CH3:32])=[O:7])#[N:2]. (4) Given the reactants [F:1][C:2]1[CH:3]=[C:4]([OH:8])[CH:5]=[CH:6][CH:7]=1.N1C=CC=CC=1.[C:15](Cl)(=[O:18])[CH2:16][CH3:17], predict the reaction product. The product is: [F:1][C:2]1[CH:3]=[C:4]([O:8][C:15](=[O:18])[CH2:16][CH3:17])[CH:5]=[CH:6][CH:7]=1.